From a dataset of Forward reaction prediction with 1.9M reactions from USPTO patents (1976-2016). Predict the product of the given reaction. (1) Given the reactants [Br:1][C:2]1[CH:3]=[N:4][C:5]2[N:6]([N:8]=[C:9]([C:11]([OH:13])=O)[CH:10]=2)[CH:7]=1.[CH2:14]([N:16]([CH2:28][CH3:29])[C:17]1[CH:26]=[C:25]2[C:20]([CH2:21][CH2:22][NH:23][CH:24]2[CH3:27])=[CH:19][CH:18]=1)[CH3:15], predict the reaction product. The product is: [Br:1][C:2]1[CH:3]=[N:4][C:5]2[N:6]([N:8]=[C:9]([C:11]([N:23]3[CH2:22][CH2:21][C:20]4[C:25](=[CH:26][C:17]([N:16]([CH2:28][CH3:29])[CH2:14][CH3:15])=[CH:18][CH:19]=4)[CH:24]3[CH3:27])=[O:13])[CH:10]=2)[CH:7]=1. (2) Given the reactants [NH2:1][C:2]1[C:7]([C:8]#[N:9])=[C:6]([C:10]2[CH:15]=[CH:14][C:13]([NH:16][C:17](=[O:19])[CH3:18])=[CH:12][CH:11]=2)[C:5]([C:20]#[N:21])=[C:4](SC2C=CC=CC=2)[N:3]=1.CC(C)([O-])C.[K+].[N:35]1[CH:40]=[CH:39][CH:38]=[C:37]([CH2:41][OH:42])[CH:36]=1, predict the reaction product. The product is: [NH2:1][C:2]1[C:7]([C:8]#[N:9])=[C:6]([C:10]2[CH:11]=[CH:12][C:13]([NH:16][C:17](=[O:19])[CH3:18])=[CH:14][CH:15]=2)[C:5]([C:20]#[N:21])=[C:4]([O:42][CH2:41][C:37]2[CH:36]=[N:35][CH:40]=[CH:39][CH:38]=2)[N:3]=1. (3) The product is: [CH3:23][O:22][CH2:21][CH:12]1[NH:11][C:15](=[O:16])[C:14]([CH3:19])([CH3:18])[C:13]1=[O:20]. Given the reactants C(OC([NH:11][CH:12]([CH2:21][O:22][CH3:23])[C:13](=[O:20])[C:14]([CH3:19])([CH3:18])[C:15]([O-])=[O:16])=O)C1C=CC=CC=1, predict the reaction product. (4) Given the reactants [Br:1][C:2]1[CH:7]=[CH:6][C:5]([SH:8])=[CH:4][CH:3]=1.[H-].[Na+].Br[CH2:12][CH2:13][CH3:14].O, predict the reaction product. The product is: [Br:1][C:2]1[CH:7]=[CH:6][C:5]([S:8][CH2:12][CH2:13][CH3:14])=[CH:4][CH:3]=1. (5) Given the reactants [OH:1][C:2]1[CH:7]=[C:6]([OH:8])[CH:5]=[CH:4][C:3]=1[C:9](=[O:17])[CH2:10][C:11]1[CH:16]=[CH:15][CH:14]=[CH:13][CH:12]=1.[CH2:18](O)[C:19]1[CH:24]=[CH:23][CH:22]=[CH:21][CH:20]=1, predict the reaction product. The product is: [OH:1][C:2]1[CH:7]=[C:6]([O:8][CH2:18][C:19]2[CH:24]=[CH:23][CH:22]=[CH:21][CH:20]=2)[CH:5]=[CH:4][C:3]=1[C:9](=[O:17])[CH2:10][C:11]1[CH:12]=[CH:13][CH:14]=[CH:15][CH:16]=1. (6) Given the reactants Cl[CH2:2][C:3]1[N:4]=[C:5]([C:8]2[CH:9]=[C:10]([C:14]3[CH2:20][C:19](=[O:21])[NH:18][C:17]4[CH:22]=[C:23]([N:26]5[CH:30]=[CH:29][CH:28]=[CH:27]5)[CH:24]=[CH:25][C:16]=4[N:15]=3)[CH:11]=[CH:12][CH:13]=2)[O:6][CH:7]=1.[I-].[K+].[CH3:33][NH2:34].O, predict the reaction product. The product is: [CH3:33][NH:34][CH2:2][C:3]1[N:4]=[C:5]([C:8]2[CH:9]=[C:10]([C:14]3[CH2:20][C:19](=[O:21])[NH:18][C:17]4[CH:22]=[C:23]([N:26]5[CH:30]=[CH:29][CH:28]=[CH:27]5)[CH:24]=[CH:25][C:16]=4[N:15]=3)[CH:11]=[CH:12][CH:13]=2)[O:6][CH:7]=1.